Dataset: Forward reaction prediction with 1.9M reactions from USPTO patents (1976-2016). Task: Predict the product of the given reaction. (1) Given the reactants C(Cl)CCl.[CH2:5]([O:12][C:13]([NH:15][C@@H:16]1[CH2:21][CH2:20][C@H:19]([C:22]([OH:24])=O)[CH2:18][CH2:17]1)=[O:14])[C:6]1[CH:11]=[CH:10][CH:9]=[CH:8][CH:7]=1.Cl.[CH3:26][NH:27][O:28][CH3:29].C(N(CC)CC)C, predict the reaction product. The product is: [CH3:29][O:28][N:27]([CH3:26])[C:22]([C@@H:19]1[CH2:18][CH2:17][C@H:16]([NH:15][C:13](=[O:14])[O:12][CH2:5][C:6]2[CH:7]=[CH:8][CH:9]=[CH:10][CH:11]=2)[CH2:21][CH2:20]1)=[O:24]. (2) The product is: [CH2:1]([O:3][C:4](=[O:14])[CH2:5][C:6]1[CH:11]=[CH:10][C:9]([Cl:12])=[C:8]([O:13][C:16]2[CH:23]=[CH:22][C:21]([N+:24]([O-:26])=[O:25])=[CH:20][C:17]=2[CH:18]=[O:19])[CH:7]=1)[CH3:2]. Given the reactants [CH2:1]([O:3][C:4](=[O:14])[CH2:5][C:6]1[CH:11]=[CH:10][C:9]([Cl:12])=[C:8]([OH:13])[CH:7]=1)[CH3:2].F[C:16]1[CH:23]=[CH:22][C:21]([N+:24]([O-:26])=[O:25])=[CH:20][C:17]=1[CH:18]=[O:19], predict the reaction product. (3) The product is: [Cl:60][C:46]1[C:47]([NH:49][C:50]2[CH:59]=[CH:58][CH:57]=[CH:56][C:51]=2[S:27]([CH:24]([CH3:25])[CH3:23])(=[O:29])=[O:28])=[N:48][C:43]([NH:5][C:4]2[CH:6]=[C:7]([N+:17]([O-:19])=[O:18])[C:8]([CH:10]3[CH2:11][CH2:12][N:13]([CH3:16])[CH2:14][CH2:15]3)=[CH:9][C:3]=2[O:2][CH3:1])=[N:44][CH:45]=1. Given the reactants [CH3:1][O:2][C:3]1[CH:9]=[C:8]([CH:10]2[CH2:15][CH2:14][N:13]([CH3:16])[CH2:12][CH2:11]2)[C:7]([N+:17]([O-:19])=[O:18])=[CH:6][C:4]=1[NH2:5].CC1C=[CH:23][C:24]([S:27](O)(=[O:29])=[O:28])=[CH:25]C=1.NC1C=C(N[C:43]2[N:48]=[C:47]([NH:49][C:50]3[CH:59]=[CH:58][CH:57]=[CH:56][C:51]=3C(NC)=O)[C:46]([Cl:60])=[CH:45][N:44]=2)C2CCCCC=2C=1, predict the reaction product.